This data is from Reaction yield outcomes from USPTO patents with 853,638 reactions. The task is: Predict the reaction yield, written as a fraction of the theoretical maximum amount of product (1.0 means a 100% yield; for example, 0.34 means a 34% yield). (1) The reactants are [Cl:1][C:2]1[CH:3]=[C:4]([NH:9][C:10]2[C:19]3[C:14](=[CH:15][CH:16]=[C:17]([NH:20][CH2:21][C:22]4[CH:27]=[CH:26][CH:25]=[C:24]([N+:28]([O-])=O)[CH:23]=4)[CH:18]=3)[N:13]=[CH:12][C:11]=2[C:31]#[N:32])[CH:5]=[CH:6][C:7]=1[F:8].O.O.[Sn](Cl)(Cl)(Cl)Cl. The catalyst is C(O)C.O.C([O-])(O)=O.[Na+]. The product is [NH2:28][C:24]1[CH:23]=[C:22]([CH:27]=[CH:26][CH:25]=1)[CH2:21][NH:20][C:17]1[CH:18]=[C:19]2[C:14](=[CH:15][CH:16]=1)[N:13]=[CH:12][C:11]([C:31]#[N:32])=[C:10]2[NH:9][C:4]1[CH:5]=[CH:6][C:7]([F:8])=[C:2]([Cl:1])[CH:3]=1. The yield is 0.730. (2) The reactants are [CH:1]1([C:7]2[CH:12]=[CH:11][C:10]([C:13]3[NH:17][CH:16]=[C:15]([CH2:18][OH:19])[CH:14]=3)=[CH:9][CH:8]=2)[CH2:6][CH2:5][CH2:4][CH2:3][CH2:2]1.C[N+]1([O-])CCOCC1. The catalyst is C(#N)C.C(OCC)(=O)C.[Ru]([O-])(=O)(=O)=O.C([N+](CCC)(CCC)CCC)CC. The product is [CH:1]1([C:7]2[CH:12]=[CH:11][C:10]([C:13]3[NH:17][CH:16]=[C:15]([CH:18]=[O:19])[CH:14]=3)=[CH:9][CH:8]=2)[CH2:2][CH2:3][CH2:4][CH2:5][CH2:6]1. The yield is 0.530. (3) The reactants are C([O:8][C@H:9]([C:11]1[N:15]2[N:16]([CH2:36][C:37]3[C:38]([CH3:47])=[N:39][C:40]([C:43]([F:46])([F:45])[F:44])=[CH:41][CH:42]=3)[C:17](=[O:35])[C:18]([C:27]3[CH:34]=[CH:33][C:30]([C:31]#[N:32])=[CH:29][CH:28]=3)=[C:19]([C:20]3[CH:25]=[CH:24][C:23]([Cl:26])=[CH:22][CH:21]=3)[C:14]2=[N:13][N:12]=1)[CH3:10])C1C=CC=CC=1.CC#N.[Si](I)(C)(C)C. The catalyst is CCOC(C)=O. The product is [Cl:26][C:23]1[CH:22]=[CH:21][C:20]([C:19]2[C:14]3[N:15]([C:11]([C@H:9]([OH:8])[CH3:10])=[N:12][N:13]=3)[N:16]([CH2:36][C:37]3[C:38]([CH3:47])=[N:39][C:40]([C:43]([F:44])([F:45])[F:46])=[CH:41][CH:42]=3)[C:17](=[O:35])[C:18]=2[C:27]2[CH:28]=[CH:29][C:30]([C:31]#[N:32])=[CH:33][CH:34]=2)=[CH:25][CH:24]=1. The yield is 0.310. (4) The reactants are Cl[CH:2]([C:7]1[CH:8]=[C:9]([C:23]2[N:28]=[C:27]([CH3:29])[N:26]=[C:25]([N:30]([CH2:40][C:41]3[CH:46]=[CH:45][C:44]([O:47][CH3:48])=[CH:43][CH:42]=3)[CH2:31][C:32]3[CH:37]=[CH:36][C:35]([O:38][CH3:39])=[CH:34][CH:33]=3)[N:24]=2)[C:10]([NH:13][C:14]2[CH:15]=[N:16][C:17]([O:21][CH3:22])=[C:18]([F:20])[CH:19]=2)=[N:11][CH:12]=1)[C:3]([F:6])([F:5])[F:4].[C:49]([N:56]1[CH2:61][CH2:60][NH:59][CH2:58][CH2:57]1)([O:51][C:52]([CH3:55])([CH3:54])[CH3:53])=[O:50].C(N(CC)CC)C. The catalyst is CC#N. The product is [CH3:48][O:47][C:44]1[CH:43]=[CH:42][C:41]([CH2:40][N:30]([CH2:31][C:32]2[CH:33]=[CH:34][C:35]([O:38][CH3:39])=[CH:36][CH:37]=2)[C:25]2[N:26]=[C:27]([CH3:29])[N:28]=[C:23]([C:9]3[CH:8]=[C:7]([CH:2]([N:59]4[CH2:58][CH2:57][N:56]([C:49]([O:51][C:52]([CH3:55])([CH3:54])[CH3:53])=[O:50])[CH2:61][CH2:60]4)[C:3]([F:4])([F:6])[F:5])[CH:12]=[N:11][C:10]=3[NH:13][C:14]3[CH:15]=[N:16][C:17]([O:21][CH3:22])=[C:18]([F:20])[CH:19]=3)[N:24]=2)=[CH:46][CH:45]=1. The yield is 0.960. (5) The reactants are C(O[BH-](OC(=O)C)OC(=O)C)(=O)C.[Na+].[CH2:15]([O:17][C:18]([C@@H:20]1[CH2:22][C@H:21]1[C:23]1[CH:28]=[C:27]([F:29])[C:26]([NH2:30])=[CH:25][C:24]=1[F:31])=[O:19])[CH3:16].[O:32]([C:39]1[CH:40]=[C:41]([CH:44]=[CH:45][CH:46]=1)[CH:42]=O)[C:33]1[CH:38]=[CH:37][CH:36]=[CH:35][CH:34]=1.C(OCC)(=O)C. The catalyst is ClC(Cl)C. The product is [CH2:15]([O:17][C:18]([C@@H:20]1[CH2:22][C@H:21]1[C:23]1[CH:28]=[C:27]([F:29])[C:26]([NH:30][CH2:42][C:41]2[CH:44]=[CH:45][CH:46]=[C:39]([O:32][C:33]3[CH:38]=[CH:37][CH:36]=[CH:35][CH:34]=3)[CH:40]=2)=[CH:25][C:24]=1[F:31])=[O:19])[CH3:16]. The yield is 0.650. (6) The reactants are [CH3:1][S:2]([C:5]1[S:6][CH:7]=[CH:8][CH:9]=1)(=[O:4])=[O:3].[Cl:10][S:11](O)(=[O:13])=[O:12]. No catalyst specified. The product is [CH3:1][S:2]([C:5]1[S:6][C:7]([S:11]([Cl:10])(=[O:13])=[O:12])=[CH:8][CH:9]=1)(=[O:4])=[O:3]. The yield is 0.390. (7) The reactants are [NH:1]1[C:5]2=[N:6][CH:7]=[C:8]([OH:10])[CH:9]=[C:4]2[CH:3]=[CH:2]1.N1C=CN=C1.[CH:16]([Si:19](Cl)([CH:23]([CH3:25])[CH3:24])[CH:20]([CH3:22])[CH3:21])([CH3:18])[CH3:17].ClCCl. The catalyst is CN(C)C=O. The product is [CH:16]([Si:19]([CH:23]([CH3:25])[CH3:24])([CH:20]([CH3:22])[CH3:21])[O:10][C:8]1[CH:9]=[C:4]2[CH:3]=[CH:2][NH:1][C:5]2=[N:6][CH:7]=1)([CH3:18])[CH3:17]. The yield is 0.400. (8) The reactants are Br[C:2]1[N:3]=[C:4]([C:9]2[O:10][C:11]([C:14]3[CH:19]=[CH:18][CH:17]=[CH:16][CH:15]=3)=[N:12][N:13]=2)[C:5]([NH2:8])=[N:6][CH:7]=1.[CH3:20][N:21]([CH3:33])[C:22]([C:24]1[CH:29]=[CH:28][C:27](B(O)O)=[CH:26][CH:25]=1)=[O:23].C(=O)([O-])[O-].[Na+].[Na+].C1(P(C2C=CC=CC=2)C2C=CC=CC=2)C=CC=CC=1. The catalyst is C(#N)C.O.CCOC(C)=O.[Pd]. The product is [NH2:8][C:5]1[N:6]=[CH:7][C:2]([C:27]2[CH:28]=[CH:29][C:24]([C:22]([N:21]([CH3:33])[CH3:20])=[O:23])=[CH:25][CH:26]=2)=[N:3][C:4]=1[C:9]1[O:10][C:11]([C:14]2[CH:19]=[CH:18][CH:17]=[CH:16][CH:15]=2)=[N:12][N:13]=1. The yield is 0.560.